From a dataset of Peptide-MHC class II binding affinity with 134,281 pairs from IEDB. Regression. Given a peptide amino acid sequence and an MHC pseudo amino acid sequence, predict their binding affinity value. This is MHC class II binding data. (1) The binding affinity (normalized) is 0.168. The MHC is DRB3_0202 with pseudo-sequence DRB3_0202. The peptide sequence is GELQIVRKIDAAFKI. (2) The peptide sequence is EQCGRQAGGKLCPNN. The MHC is DRB1_1101 with pseudo-sequence DRB1_1101. The binding affinity (normalized) is 0.160. (3) The MHC is HLA-DQA10102-DQB10501 with pseudo-sequence HLA-DQA10102-DQB10501. The peptide sequence is ASLMRGLSSRKRRSH. The binding affinity (normalized) is 0.587. (4) The peptide sequence is WLDAKSTWYGKPTGA. The MHC is DRB5_0101 with pseudo-sequence DRB5_0101. The binding affinity (normalized) is 0.0340. (5) The MHC is DRB1_0405 with pseudo-sequence DRB1_0405. The peptide sequence is SKTHLNFERSLKAFF. The binding affinity (normalized) is 0.875. (6) The peptide sequence is LLVKYAAGDGNIVAV. The MHC is HLA-DPA10201-DPB11401 with pseudo-sequence HLA-DPA10201-DPB11401. The binding affinity (normalized) is 0.439.